From a dataset of Catalyst prediction with 721,799 reactions and 888 catalyst types from USPTO. Predict which catalyst facilitates the given reaction. Reactant: [NH:1]1[CH2:6][CH2:5][CH2:4][CH:3]([C:7]([OH:9])=[O:8])[CH2:2]1.[OH-].[Na+].[CH2:12]([O:19][C:20](Cl)=[O:21])[C:13]1[CH:18]=[CH:17][CH:16]=[CH:15][CH:14]=1.Cl. Product: [CH2:12]([O:19][C:20]([N:1]1[CH2:6][CH2:5][CH2:4][CH:3]([C:7]([OH:9])=[O:8])[CH2:2]1)=[O:21])[C:13]1[CH:18]=[CH:17][CH:16]=[CH:15][CH:14]=1. The catalyst class is: 6.